Dataset: Reaction yield outcomes from USPTO patents with 853,638 reactions. Task: Predict the reaction yield, written as a fraction of the theoretical maximum amount of product (1.0 means a 100% yield; for example, 0.34 means a 34% yield). (1) The reactants are [F:1][C:2]1[C:31]([F:32])=[CH:30][CH:29]=[CH:28][C:3]=1[O:4][C:5]1[CH:10]=[CH:9][C:8]([C:11]2[C:19]3[C:14](=[N:15][CH:16]=[N:17][C:18]=3[NH2:20])[N:13]([CH2:21][C@@H:22]3[CH2:26][CH2:25][CH2:24][NH:23]3)[N:12]=2)=[C:7]([F:27])[CH:6]=1.[C:33]([CH2:35][C:36](O)=[O:37])#[N:34].CN(C(ON1N=NC2C=CC=NC1=2)=[N+](C)C)C.F[P-](F)(F)(F)(F)F. The catalyst is C(Cl)Cl.O. The product is [NH2:20][C:18]1[N:17]=[CH:16][N:15]=[C:14]2[N:13]([CH2:21][C@@H:22]3[CH2:26][CH2:25][CH2:24][N:23]3[C:36](=[O:37])[CH2:35][C:33]#[N:34])[N:12]=[C:11]([C:8]3[CH:9]=[CH:10][C:5]([O:4][C:3]4[CH:28]=[CH:29][CH:30]=[C:31]([F:32])[C:2]=4[F:1])=[CH:6][C:7]=3[F:27])[C:19]=12. The yield is 0.690. (2) The reactants are [CH2:1]([O:4][C:5]1[N:10]=[C:9]([C:11]([OH:13])=O)[CH:8]=[N:7][C:6]=1[N:14]1[CH2:18][CH2:17][CH2:16][CH2:15]1)[CH2:2][CH3:3].CN(C(ON1N=NC2C=CC=CC1=2)=[N+](C)C)C.[B-](F)(F)(F)F.CCN(C(C)C)C(C)C.[NH2:50][C@@H:51]([CH2:54][CH:55]([CH3:57])[CH3:56])[CH2:52][OH:53]. The catalyst is CN(C=O)C.C(O)=O. The product is [OH:53][CH2:52][C@@H:51]([NH:50][C:11]([C:9]1[CH:8]=[N:7][C:6]([N:14]2[CH2:18][CH2:17][CH2:16][CH2:15]2)=[C:5]([O:4][CH2:1][CH2:2][CH3:3])[N:10]=1)=[O:13])[CH2:54][CH:55]([CH3:57])[CH3:56]. The yield is 0.240. (3) The reactants are [N+:1]([C:4]1[CH:13]=[C:12]2[C:7]([CH2:8][CH2:9][CH2:10][C:11]2=[O:14])=[CH:6][CH:5]=1)([O-:3])=[O:2].[BH4-].[Na+]. The catalyst is CO. The product is [N+:1]([C:4]1[CH:13]=[C:12]2[C:7]([CH2:8][CH2:9][CH2:10][CH:11]2[OH:14])=[CH:6][CH:5]=1)([O-:3])=[O:2]. The yield is 0.800. (4) The product is [CH2:8]1[C:9]2[C:4](=[CH:3][C:2]([B:12]([OH:14])[OH:13])=[CH:11][CH:10]=2)[CH2:5][CH2:6][CH2:7]1. The catalyst is CCCCCC.C1COCC1. The reactants are Br[C:2]1[CH:3]=[C:4]2[C:9](=[CH:10][CH:11]=1)[CH2:8][CH2:7][CH2:6][CH2:5]2.[B:12]([O-])([O-:14])[O-:13].Cl.O. The yield is 0.540. (5) The reactants are FC(F)(F)S(O[C:7]1[CH:16]=[CH:15][CH:14]=[C:13]2[C:8]=1[CH:9]=[CH:10][C:11]([CH3:18])([CH3:17])[O:12]2)(=O)=O.[CH3:21][N:22]1C(=O)CCC1.O. The catalyst is [C-]#N.[C-]#N.[Zn+2].CCCCCCC.CC(OC)(C)C. The product is [CH3:17][C:11]1([CH3:18])[CH:10]=[CH:9][C:8]2[C:7]([C:21]#[N:22])=[CH:16][CH:15]=[CH:14][C:13]=2[O:12]1. The yield is 0.470. (6) The reactants are [O:1]1[CH2:6][CH2:5][C:4](=[O:7])[CH2:3][CH2:2]1.[N+:8]([CH3:11])([O-:10])=[O:9].[O-]CC.[Na+].O. The catalyst is C(O)C. The product is [N+:8]([CH2:11][C:4]1([OH:7])[CH2:5][CH2:6][O:1][CH2:2][CH2:3]1)([O-:10])=[O:9]. The yield is 0.340. (7) The reactants are Br[C:2]1[CH:9]=[CH:8][C:5]([CH:6]=[O:7])=[CH:4][CH:3]=1.O[C:11]1[CH:20]=[CH:19][C:14]([C:15]([O:17][CH3:18])=[O:16])=[CH:13][CH:12]=1.C(=O)([O-])[O-:22].[K+].[K+].C(Cl)Cl. The catalyst is N1C=CC=CC=1.[Cu]=O. The product is [C:6](=[C:5]1[CH:8]=[CH:9][CH:2]=[C:3]([O:22][C:12]2[CH:13]=[C:14]([CH:19]=[CH:20][CH:11]=2)[C:15]([O:17][CH3:18])=[O:16])[CH2:4]1)=[O:7]. The yield is 0.560. (8) The reactants are Br[C:2]1[CH:3]=[CH:4][C:5]([C:8]([O:10][CH3:11])=[O:9])=[N:6][CH:7]=1.CC1(C)C(C)(C)OB([C:20]2[CH2:25][CH2:24][N:23]([C:26]([O:28][C:29]([CH3:32])([CH3:31])[CH3:30])=[O:27])[CH2:22][CH:21]=2)O1.C(=O)([O-])[O-].[Na+].[Na+].C(OCC)(=O)C. The catalyst is CN(C=O)C.C1C=CC([PH+]([C]2[CH][CH][CH][CH]2)C2C=CC=CC=2)=CC=1.C1C=CC([PH+]([C]2[CH][CH][CH][CH]2)C2C=CC=CC=2)=CC=1.C(Cl)Cl.Cl[Pd]Cl.[Fe].O. The product is [C:29]([O:28][C:26]([N:23]1[CH2:22][CH:21]=[C:20]([C:2]2[CH:3]=[CH:4][C:5]([C:8]([O:10][CH3:11])=[O:9])=[N:6][CH:7]=2)[CH2:25][CH2:24]1)=[O:27])([CH3:32])([CH3:30])[CH3:31]. The yield is 0.680.